This data is from Catalyst prediction with 721,799 reactions and 888 catalyst types from USPTO. The task is: Predict which catalyst facilitates the given reaction. Product: [CH3:1][O:2][C:3]1[CH:4]=[C:5]([CH:12]=[CH:13][C:14]=1[C:15]([F:16])([F:17])[F:18])[CH:6]=[O:7]. The catalyst class is: 7. Reactant: [CH3:1][O:2][C:3]1[CH:4]=[C:5]([CH:12]=[CH:13][C:14]=1[C:15]([F:18])([F:17])[F:16])[C:6](N(OC)C)=[O:7].[H-].[Al+3].[Li+].[H-].[H-].[H-].[OH-].[Na+].